This data is from Full USPTO retrosynthesis dataset with 1.9M reactions from patents (1976-2016). The task is: Predict the reactants needed to synthesize the given product. (1) Given the product [CH3:40][NH:39][C:37]([C:33]1[CH:32]=[C:31]([O:30][C:29]2[CH:41]=[CH:42][C:26]([NH:25][C:13]([NH:6][C:5]3[CH:7]=[CH:8][C:2]([Cl:1])=[C:3]([C:9]([F:10])([F:11])[F:12])[CH:4]=3)=[O:14])=[C:27]([F:43])[CH:28]=2)[CH:36]=[CH:35][N:34]=1)=[O:38].[S:50]([C:47]1[CH:48]=[CH:49][C:44]([CH3:54])=[CH:45][CH:46]=1)([O-:53])(=[O:52])=[O:51], predict the reactants needed to synthesize it. The reactants are: [Cl:1][C:2]1[CH:8]=[CH:7][C:5]([NH2:6])=[CH:4][C:3]=1[C:9]([F:12])([F:11])[F:10].[C:13](N1C=CN=C1)(N1C=CN=C1)=[O:14].[NH2:25][C:26]1[CH:42]=[CH:41][C:29]([O:30][C:31]2[CH:36]=[CH:35][N:34]=[C:33]([C:37]([NH:39][CH3:40])=[O:38])[CH:32]=2)=[CH:28][C:27]=1[F:43].[C:44]1([CH3:54])[CH:49]=[CH:48][C:47]([S:50]([OH:53])(=[O:52])=[O:51])=[CH:46][CH:45]=1. (2) Given the product [N:11](/[C:14](=[CH:9]\[C:8]1[CH:7]=[N:6][CH:5]=[CH:4][C:3]=1[O:2][CH3:1])/[C:15]([O:17][CH3:18])=[O:16])=[N+:12]=[N-:13], predict the reactants needed to synthesize it. The reactants are: [CH3:1][O:2][C:3]1[C:8]([CH:9]=O)=[CH:7][N:6]=[CH:5][CH:4]=1.[N:11]([CH2:14][C:15]([O:17][CH3:18])=[O:16])=[N+:12]=[N-:13].C[O-].[Na+]. (3) The reactants are: [NH2:1][C:2]1[CH:11]=[CH:10][C:9]2[NH:8][C:7](=[O:12])[C:6]3[NH:13][CH:14]=[CH:15][C:5]=3[C:4]=2[CH:3]=1.Cl.[CH2:17]([C:19]([OH:21])=[O:20])[CH3:18].[Br:22][C:23]1[CH:28]=[CH:27][C:26]([S:29](Cl)(=[O:31])=[O:30])=[CH:25][CH:24]=1. Given the product [Br:22][C:23]1[CH:28]=[CH:27][C:26]([S:29]([NH:1][C:2]2[CH:11]=[CH:10][C:9]3[NH:8][C:7](=[O:12])[C:6]4[NH:13][CH:14]=[CH:15][C:5]=4[C:4]=3[CH:3]=2)(=[O:31])=[O:30])=[CH:25][CH:24]=1.[CH2:17]([C:19]([O-:21])=[O:20])[CH3:18], predict the reactants needed to synthesize it. (4) Given the product [C:12]([O:15][C:16]([N:1]1[CH2:8][CH2:7][CH2:6][CH:2]1[C:3]([OH:5])=[O:4])=[O:17])([CH3:14])([CH3:13])[CH3:11], predict the reactants needed to synthesize it. The reactants are: [NH:1]1[CH2:8][CH2:7][CH2:6][CH:2]1[C:3]([OH:5])=[O:4].[OH-].[Na+].[CH3:11][C:12]([O:15][C:16](O[C:16]([O:15][C:12]([CH3:14])([CH3:13])[CH3:11])=[O:17])=[O:17])([CH3:14])[CH3:13]. (5) Given the product [CH:16]1([NH:19][CH:12]2[CH2:13][CH2:14][N:9]([C:7]3[O:6][N:5]=[C:4]([CH:1]([CH3:3])[CH3:2])[N:8]=3)[CH2:10][CH2:11]2)[CH2:18][CH2:17]1, predict the reactants needed to synthesize it. The reactants are: [CH:1]([C:4]1[N:8]=[C:7]([N:9]2[CH2:14][CH2:13][CH2:12][CH2:11][C:10]2=O)[O:6][N:5]=1)([CH3:3])[CH3:2].[CH:16]1([NH2:19])[CH2:18][CH2:17]1. (6) Given the product [C:16]1([CH3:26])[CH:21]=[CH:20][C:19]([S:22]([O:15][CH2:14][C@H:2]2[O:1][C:6]3=[C:7]4[C:11](=[CH:12][CH:13]=[C:5]3[O:4][CH2:3]2)[NH:10][CH:9]=[CH:8]4)(=[O:24])=[O:23])=[CH:18][CH:17]=1, predict the reactants needed to synthesize it. The reactants are: [O:1]1[C:6]2=[C:7]3[C:11](=[CH:12][CH:13]=[C:5]2[O:4][CH2:3][C@@H:2]1[CH2:14][OH:15])[NH:10][CH:9]=[CH:8]3.[C:16]1([CH3:26])[CH:21]=[CH:20][C:19]([S:22](Cl)(=[O:24])=[O:23])=[CH:18][CH:17]=1.